This data is from Peptide-MHC class I binding affinity with 185,985 pairs from IEDB/IMGT. The task is: Regression. Given a peptide amino acid sequence and an MHC pseudo amino acid sequence, predict their binding affinity value. This is MHC class I binding data. (1) The peptide sequence is RRYDKLMSF. The MHC is HLA-C07:02 with pseudo-sequence HLA-C07:02. The binding affinity (normalized) is 0.486. (2) The binding affinity (normalized) is 0.0847. The MHC is HLA-B39:01 with pseudo-sequence HLA-B39:01. The peptide sequence is MFWKLPPWL. (3) The peptide sequence is RRAYSGKQY. The MHC is HLA-A03:01 with pseudo-sequence HLA-A03:01. The binding affinity (normalized) is 0.0847. (4) The peptide sequence is TPKPAVRFAI. The MHC is HLA-A11:01 with pseudo-sequence HLA-A11:01. The binding affinity (normalized) is 0.336. (5) The peptide sequence is HHIPNGVVW. The MHC is HLA-A26:01 with pseudo-sequence HLA-A26:01. The binding affinity (normalized) is 0.0847. (6) The peptide sequence is ALRRELQSF. The MHC is HLA-B15:01 with pseudo-sequence HLA-B15:01. The binding affinity (normalized) is 0.813.